This data is from Catalyst prediction with 721,799 reactions and 888 catalyst types from USPTO. The task is: Predict which catalyst facilitates the given reaction. (1) Reactant: [Cl:1][C:2]1[CH:7]=[CH:6][CH:5]=[C:4]([Cl:8])[C:3]=1[C:9]1[C:13]([CH2:14][O:15][C:16]2[CH:17]=[C:18]3[C:23](=[CH:24][CH:25]=2)[CH:22]=[C:21]([C:26]2[N:31]=[C:30]([C:32]([O:34]C)=[O:33])[CH:29]=[CH:28][CH:27]=2)[CH:20]=[CH:19]3)=[C:12]([CH:36]([CH3:38])[CH3:37])[O:11][N:10]=1.[OH-].[Na+]. Product: [Cl:8][C:4]1[CH:5]=[CH:6][CH:7]=[C:2]([Cl:1])[C:3]=1[C:9]1[C:13]([CH2:14][O:15][C:16]2[CH:17]=[C:18]3[C:23](=[CH:24][CH:25]=2)[CH:22]=[C:21]([C:26]2[N:31]=[C:30]([C:32]([OH:34])=[O:33])[CH:29]=[CH:28][CH:27]=2)[CH:20]=[CH:19]3)=[C:12]([CH:36]([CH3:38])[CH3:37])[O:11][N:10]=1. The catalyst class is: 83. (2) Reactant: [C:1]([O:5][C:6]([N-:8][S:9]([N:12]1[CH:17]=C[C:15](=[N+](C)C)[CH:14]=[CH:13]1)(=[O:11])=[O:10])=[O:7])([CH3:4])([CH3:3])[CH3:2].[Cl-].C[NH2+]C1CC[O:26][CH2:25]1.C(N(CC)CC)C. Product: [CH3:17][N:12]([CH:13]1[CH2:14][CH2:15][O:26][CH2:25]1)[S:9]([NH:8][C:6](=[O:7])[O:5][C:1]([CH3:2])([CH3:3])[CH3:4])(=[O:10])=[O:11]. The catalyst class is: 2. (3) Reactant: Br[CH2:2][C:3](=O)[C:4]([S:7]([C:10]1[CH:15]=[CH:14][C:13]([Cl:16])=[CH:12][CH:11]=1)(=[O:9])=[O:8])([CH3:6])[CH3:5].[C:18]([C:22]1[CH:23]=[C:24]([C:28]([NH2:30])=[NH:29])[N:25]([CH3:27])[N:26]=1)([CH3:21])([CH3:20])[CH3:19]. Product: [C:18]([C:22]1[CH:23]=[C:24]([C:28]2[NH:29][C:3]([C:4]([S:7]([C:10]3[CH:15]=[CH:14][C:13]([Cl:16])=[CH:12][CH:11]=3)(=[O:9])=[O:8])([CH3:6])[CH3:5])=[CH:2][N:30]=2)[N:25]([CH3:27])[N:26]=1)([CH3:21])([CH3:19])[CH3:20]. The catalyst class is: 32. (4) Reactant: [NH2:1][C:2]1[CH:3]=[C:4]([CH:16]=[CH:17][C:18]=1[Cl:19])[CH2:5][NH:6][C:7]([C:9]1([C:12]([F:15])([F:14])[F:13])[CH2:11][CH2:10]1)=[O:8].C1N=CN([C:25](N2C=NC=C2)=[S:26])C=1. Product: [Cl:19][C:18]1[CH:17]=[CH:16][C:4]([CH2:5][NH:6][C:7]([C:9]2([C:12]([F:13])([F:14])[F:15])[CH2:10][CH2:11]2)=[O:8])=[CH:3][C:2]=1[N:1]=[C:25]=[S:26]. The catalyst class is: 2.